From a dataset of Forward reaction prediction with 1.9M reactions from USPTO patents (1976-2016). Predict the product of the given reaction. (1) Given the reactants [CH:1]([C:3]1[CH:4]=[C:5]([CH3:12])[CH:6]=[CH:7][C:8]=1[N+]([O-])=O)=O.[SH:13][CH2:14][C:15](OCC)=O.[C:20](=[O:23])([O-])[O-:21].[K+].[K+].O.[CH3:27]N(C=O)C, predict the reaction product. The product is: [C:20]([CH2:27][CH2:15][C:14]1[S:13][C:8]2[CH:7]=[CH:6][C:5]([CH3:12])=[CH:4][C:3]=2[CH:1]=1)([OH:21])=[O:23]. (2) Given the reactants [CH:1]1[CH:2]=[CH:3][C:4]([CH2:7][CH2:8][CH2:9][CH2:10][O:11][CH2:12][CH2:13][CH2:14][CH2:15][CH2:16][CH2:17][NH:18]CC(O)C2C=CC(O)=C(CO)C=2)=[CH:5][CH:6]=1.C1C=CC2C(O)=C(C(O)=O)C=CC=2C=1.C(=O)([O-])[O-].[K+].[K+].O1CCOCC1.O.[C:69]([O:68][C:66](O[C:66]([O:68][C:69]([CH3:72])([CH3:71])[CH3:70])=[O:67])=[O:67])([CH3:72])([CH3:71])[CH3:70], predict the reaction product. The product is: [C:69]([O:68][C:66](=[O:67])[NH:18][CH2:17][CH2:16][CH2:15][CH2:14][CH2:13][CH2:12][O:11][CH2:10][CH2:9][CH2:8][CH2:7][C:4]1[CH:3]=[CH:2][CH:1]=[CH:6][CH:5]=1)([CH3:70])([CH3:71])[CH3:72]. (3) The product is: [O:24]1[CH2:28][CH2:27][CH:26]([CH2:29][NH:30][C:8]([C:5]2[CH:4]=[C:3]([CH:2]([O:11][CH2:12][C:13]3[CH:22]=[CH:21][C:20]4[C:15](=[CH:16][CH:17]=[CH:18][CH:19]=4)[CH:14]=3)[F:1])[O:7][N:6]=2)=[O:10])[CH2:25]1. Given the reactants [F:1][CH:2]([O:11][CH2:12][C:13]1[CH:22]=[CH:21][C:20]2[C:15](=[CH:16][CH:17]=[CH:18][CH:19]=2)[CH:14]=1)[C:3]1[O:7][N:6]=[C:5]([C:8]([OH:10])=O)[CH:4]=1.Cl.[O:24]1[CH2:28][CH2:27][CH:26]([CH2:29][NH2:30])[CH2:25]1.C(N(CC)CC)C.ON1C2C=CC=CC=2N=N1.Cl.C(N=C=NCCCN(C)C)C, predict the reaction product. (4) The product is: [CH2:1]([C:8]1[C:13]([CH:14]2[CH2:19][CH2:18][N:17]([CH:20]3[CH2:26][CH2:25][CH2:24][N:23]([C:27]([O:29][CH2:30][CH3:31])=[O:28])[CH2:22][CH2:21]3)[CH2:16][CH2:15]2)=[CH:12][CH:11]=[CH:10][N:9]=1)[CH:2]([CH3:4])[CH3:3]. Given the reactants [CH2:1]([Mg]Cl)[CH:2]([CH3:4])[CH3:3].Cl[C:8]1[C:13]([CH:14]2[CH2:19][CH2:18][N:17]([CH:20]3[CH2:26][CH2:25][CH2:24][N:23]([C:27]([O:29][CH2:30][CH3:31])=[O:28])[CH2:22][CH2:21]3)[CH2:16][CH2:15]2)=[CH:12][CH:11]=[CH:10][N:9]=1, predict the reaction product. (5) Given the reactants C([O-])([O-])=O.[K+].[K+].Br[C:8]1[C:15]([OH:16])=[C:14]([O:17][CH3:18])[CH:13]=[CH:12][C:9]=1[CH:10]=[O:11].[CH:19]([Si:22]([CH:73]([CH3:75])[CH3:74])([CH:70]([CH3:72])[CH3:71])[O:23][C:24]1[CH:29]=[CH:28][C:27](B2OB([C:27]3[CH:28]=[CH:29][C:24]([O:23][Si:22]([CH:19]([CH3:21])[CH3:20])([CH:70]([CH3:72])[CH3:71])[CH:73]([CH3:75])[CH3:74])=[CH:25][CH:26]=3)OB([C:27]3[CH:28]=[CH:29][C:24]([O:23][Si:22]([CH:19]([CH3:21])[CH3:20])([CH:70]([CH3:72])[CH3:71])[CH:73]([CH3:75])[CH3:74])=[CH:25][CH:26]=3)O2)=[CH:26][CH:25]=1)([CH3:21])[CH3:20], predict the reaction product. The product is: [OH:16][C:15]1[C:14]([O:17][CH3:18])=[CH:13][CH:12]=[C:9]([CH:10]=[O:11])[C:8]=1[C:27]1[CH:28]=[CH:29][C:24]([O:23][Si:22]([CH:70]([CH3:72])[CH3:71])([CH:73]([CH3:75])[CH3:74])[CH:19]([CH3:20])[CH3:21])=[CH:25][CH:26]=1. (6) The product is: [NH2:15][C:12]1[CH:13]=[CH:14][C:9]([CH2:8][C:6]2[CH:5]=[CH:4][N:3]=[C:2]([NH2:1])[CH:7]=2)=[C:10]([F:23])[CH:11]=1. Given the reactants [NH2:1][C:2]1[CH:7]=[C:6]([CH2:8][C:9]2[CH:14]=[CH:13][C:12]([NH:15]C(=O)OC(C)(C)C)=[CH:11][C:10]=2[F:23])[CH:5]=[CH:4][N:3]=1.C(O)(C(F)(F)F)=O, predict the reaction product. (7) Given the reactants C[O:2][C:3](=[O:19])[C:4]1[CH:9]=[C:8]([N:10]2[CH2:15][CH2:14][O:13][CH2:12][CH2:11]2)[C:7]([F:16])=[CH:6][C:5]=1[O:17][CH3:18].[OH-].[Na+], predict the reaction product. The product is: [F:16][C:7]1[C:8]([N:10]2[CH2:11][CH2:12][O:13][CH2:14][CH2:15]2)=[CH:9][C:4]([C:3]([OH:19])=[O:2])=[C:5]([O:17][CH3:18])[CH:6]=1.